Task: Predict the reactants needed to synthesize the given product.. Dataset: Full USPTO retrosynthesis dataset with 1.9M reactions from patents (1976-2016) Given the product [NH:1]1[C:9]2[C:4](=[CH:5][CH:6]=[CH:7][CH:8]=2)[C:3]([CH:10]=[O:11])=[N:2]1, predict the reactants needed to synthesize it. The reactants are: [NH:1]1[C:9]2[C:4](=[CH:5][CH:6]=[CH:7][CH:8]=2)[C:3]([CH2:10][OH:11])=[N:2]1.